This data is from Catalyst prediction with 721,799 reactions and 888 catalyst types from USPTO. The task is: Predict which catalyst facilitates the given reaction. (1) Reactant: [N+:1]([C:4]1[CH:12]=[CH:11][C:7]([C:8]([OH:10])=O)=[C:6]([C:13]2[CH:18]=[CH:17][CH:16]=[CH:15][C:14]=2[CH3:19])[CH:5]=1)([O-:3])=[O:2].C1C=C2C(N(O)N=NC2=CC=1)=O.Cl.[CH3:33][O:34][C:35](=[O:42])[C@H:36]([CH2:38][CH2:39][S:40][CH3:41])[NH2:37].CCN=C=NCCCN(C)C.CCN(CC)CC. Product: [CH3:33][O:34][C:35](=[O:42])[C@H:36]([CH2:38][CH2:39][S:40][CH3:41])[NH:37][C:8](=[O:10])[C:7]1[CH:11]=[CH:12][C:4]([N+:1]([O-:3])=[O:2])=[CH:5][C:6]=1[C:13]1[CH:18]=[CH:17][CH:16]=[CH:15][C:14]=1[CH3:19]. The catalyst class is: 39. (2) Reactant: [CH3:1][C:2]1([CH3:17])[C:6]([CH3:8])([CH3:7])[O:5][B:4]([C:9]2[CH:10]=[C:11]([CH:14]=[CH:15][CH:16]=2)[CH:12]=O)[O:3]1.[NH2:18][CH2:19][CH2:20][OH:21].C(O[BH-](OC(=O)C)OC(=O)C)(=O)C.[Na+].CC(O)=O. Product: [CH3:1][C:2]1([CH3:17])[C:6]([CH3:8])([CH3:7])[O:5][B:4]([C:9]2[CH:10]=[C:11]([CH:14]=[CH:15][CH:16]=2)[CH2:12][NH:18][CH2:19][CH2:20][OH:21])[O:3]1. The catalyst class is: 2. (3) Reactant: Br[CH2:2][C:3]1[CH:12]=[C:11]([C:13]2[CH:18]=[CH:17][CH:16]=[C:15]([Cl:19])[CH:14]=2)[C:6]2[N:7]=[C:8]([CH3:10])[O:9][C:5]=2[CH:4]=1.[N+:20]([C:23]1[CH:24]=[C:25]([Sn](CCCC)(CCCC)CCCC)[CH:26]=[CH:27][CH:28]=1)([O-:22])=[O:21].[Cl-].[Cl-].C1(P(C2C=CC=CC=2)C2C=CC=CC=2)C=CC=CC=1.C1(P(C2C=CC=CC=2)C2C=CC=CC=2)C=CC=CC=1. Product: [Cl:19][C:15]1[CH:14]=[C:13]([C:11]2[C:6]3[N:7]=[C:8]([CH3:10])[O:9][C:5]=3[CH:4]=[C:3]([CH2:2][C:26]3[CH:25]=[CH:24][C:23]([N+:20]([O-:22])=[O:21])=[CH:28][CH:27]=3)[CH:12]=2)[CH:18]=[CH:17][CH:16]=1. The catalyst class is: 258. (4) Reactant: [CH2:1]([NH2:12])[C:2]1[CH:11]=[CH:10][C:7]([O:8][CH3:9])=[C:4]([O:5][CH3:6])[CH:3]=1.Br[C:14]1[S:18][C:17]([NH2:19])=[N:16][N:15]=1.C(=O)([O-])[O-].[K+].[K+]. Product: [CH3:6][O:5][C:4]1[CH:3]=[C:2]([CH:11]=[CH:10][C:7]=1[O:8][CH3:9])[CH2:1][NH:12][C:14]1[S:18][C:17]([NH2:19])=[N:16][N:15]=1. The catalyst class is: 8. (5) Reactant: [NH:1]1[CH2:5][CH2:4][CH2:3][CH2:2]1.[Br:6][CH2:7][C:8](Br)=[O:9].C(N(CC)CC)C. Product: [Br:6][CH2:7][C:8]([N:1]1[CH2:5][CH2:4][CH2:3][CH2:2]1)=[O:9]. The catalyst class is: 4.